Dataset: Forward reaction prediction with 1.9M reactions from USPTO patents (1976-2016). Task: Predict the product of the given reaction. (1) Given the reactants [CH3:1][O:2][C:3]1[C:12]([NH:13][C:14](=[O:18])OCC)=[N:11][C:10]2[C:5](=[CH:6][CH:7]=[C:8]([O:19][CH3:20])[CH:9]=2)[N:4]=1.[N:21]1[CH:26]=[CH:25][CH:24]=[CH:23][C:22]=1[N:27]1[CH2:32][CH2:31][NH:30][CH2:29][CH2:28]1, predict the reaction product. The product is: [CH3:1][O:2][C:3]1[C:12]([NH:13][C:14]([N:30]2[CH2:31][CH2:32][N:27]([C:22]3[CH:23]=[CH:24][CH:25]=[CH:26][N:21]=3)[CH2:28][CH2:29]2)=[O:18])=[N:11][C:10]2[C:5](=[CH:6][CH:7]=[C:8]([O:19][CH3:20])[CH:9]=2)[N:4]=1. (2) Given the reactants Br[C:2]1[CH:7]=[CH:6][C:5]([C:8](=[O:11])[CH2:9][CH3:10])=[CH:4][CH:3]=1.[F:12][C:13]([F:24])([F:23])[C:14]1[CH:19]=[CH:18][C:17](B(O)O)=[CH:16][CH:15]=1.C(=O)([O-])[O-].[K+].[K+], predict the reaction product. The product is: [F:12][C:13]([F:24])([F:23])[C:14]1[CH:19]=[CH:18][C:17]([C:2]2[CH:7]=[CH:6][C:5]([C:8](=[O:11])[CH2:9][CH3:10])=[CH:4][CH:3]=2)=[CH:16][CH:15]=1. (3) Given the reactants [I:1][C:2]1[C:3]([NH2:9])=[N:4][C:5]([NH2:8])=[CH:6][CH:7]=1.N1C(C)=CC=CC=1C.[CH:18]([N:21]1[C:25]([C:26](O)=[O:27])=[CH:24][CH:23]=[N:22]1)([CH3:20])[CH3:19], predict the reaction product. The product is: [NH2:9][C:3]1[N:4]=[C:5]([NH:8][C:26]([C:25]2[N:21]([CH:18]([CH3:20])[CH3:19])[N:22]=[CH:23][CH:24]=2)=[O:27])[CH:6]=[CH:7][C:2]=1[I:1].